Dataset: Forward reaction prediction with 1.9M reactions from USPTO patents (1976-2016). Task: Predict the product of the given reaction. (1) Given the reactants [OH:1][CH:2]([C:6]1[CH:14]=[CH:13][C:9]([C:10]([OH:12])=O)=[CH:8][CH:7]=1)[CH2:3][CH2:4][CH3:5].Cl.[NH2:16][CH2:17][CH2:18][C:19]([O:21][CH2:22][CH3:23])=[O:20].F[P-](F)(F)(F)(F)F.N1(OC(N(C)C)=[N+](C)C)C2N=CC=CC=2N=N1.C(N(C(C)C)CC)(C)C, predict the reaction product. The product is: [OH:1][CH:2]([C:6]1[CH:7]=[CH:8][C:9]([C:10]([NH:16][CH2:17][CH2:18][C:19]([O:21][CH2:22][CH3:23])=[O:20])=[O:12])=[CH:13][CH:14]=1)[CH2:3][CH2:4][CH3:5]. (2) Given the reactants [Na].[CH2:2]([O:4][C:5](=[O:17])[CH2:6][C:7]([NH:9][CH2:10][CH2:11][C:12]([O:14]CC)=O)=[O:8])C.O, predict the reaction product. The product is: [CH3:2][O:4][C:5]([CH:6]1[C:12](=[O:14])[CH2:11][CH2:10][NH:9][C:7]1=[O:8])=[O:17]. (3) Given the reactants [CH3:1][CH:2]([C:4]1[C:8]([CH2:9][CH2:10][CH2:11][OH:12])=[CH:7][N:6]([C:13]2[CH:18]=[CH:17][C:16]([N+:19]([O-:21])=[O:20])=[CH:15][N:14]=2)[N:5]=1)[CH3:3].[CH3:22][O:23][C:24]1[C:25](O)=[C:26]([CH2:30][C:31]([O:33][CH3:34])=[O:32])[CH:27]=[CH:28][CH:29]=1.C(P(CCCC)CCCC)CCC.N(C(N1CCCCC1)=O)=NC(N1CCCCC1)=O, predict the reaction product. The product is: [CH3:22][O:23][C:24]1[C:25]([O:12][CH2:11][CH2:10][CH2:9][C:8]2[C:4]([CH:2]([CH3:1])[CH3:3])=[N:5][N:6]([C:13]3[CH:18]=[CH:17][C:16]([N+:19]([O-:21])=[O:20])=[CH:15][N:14]=3)[CH:7]=2)=[C:26]([CH2:30][C:31]([O:33][CH3:34])=[O:32])[CH:27]=[CH:28][CH:29]=1. (4) Given the reactants Br[C:2]1[N:7]=[C:6]([CH2:8][N:9]2[CH:13]=[C:12]([C:14]([O:16][CH3:17])=[O:15])[N:11]=[N:10]2)[CH:5]=[CH:4][CH:3]=1.[NH2:18][C:19]1[S:20][C:21]([C:27]2[C:32]([F:33])=[CH:31][C:30]([C:34]([OH:37])([CH3:36])[CH3:35])=[CH:29][C:28]=2[F:38])=[CH:22][C:23]=1[C:24]([NH2:26])=[O:25], predict the reaction product. The product is: [NH2:26][C:24]([C:23]1[CH:22]=[C:21]([C:27]2[C:32]([F:33])=[CH:31][C:30]([C:34]([OH:37])([CH3:36])[CH3:35])=[CH:29][C:28]=2[F:38])[S:20][C:19]=1[NH:18][C:2]1[N:7]=[C:6]([CH2:8][N:9]2[CH:13]=[C:12]([C:14]([O:16][CH3:17])=[O:15])[N:11]=[N:10]2)[CH:5]=[CH:4][CH:3]=1)=[O:25]. (5) The product is: [CH2:26]([O:25][C:23]1[CH:22]=[CH:21][C:20]([Br:33])=[C:19]([CH:24]=1)[O:18][CH2:17][C@H:16]([NH2:15])[C:34]1[CH:39]=[CH:38][C:37]([O:40][CH2:41][C:42]2[CH:43]=[CH:44][CH:45]=[CH:46][CH:47]=2)=[CH:36][CH:35]=1)[C:27]1[CH:28]=[CH:29][CH:30]=[CH:31][CH:32]=1. Given the reactants FC(F)(F)C(O)=O.C(OC([NH:15][C@H:16]([C:34]1[CH:39]=[CH:38][C:37]([O:40][CH2:41][C:42]2[CH:47]=[CH:46][CH:45]=[CH:44][CH:43]=2)=[CH:36][CH:35]=1)[CH2:17][O:18][C:19]1[CH:24]=[C:23]([O:25][CH2:26][C:27]2[CH:32]=[CH:31][CH:30]=[CH:29][CH:28]=2)[CH:22]=[CH:21][C:20]=1[Br:33])=O)(C)(C)C.C(OCC)(=O)C.CCCCCC, predict the reaction product.